From a dataset of Forward reaction prediction with 1.9M reactions from USPTO patents (1976-2016). Predict the product of the given reaction. (1) Given the reactants [N+](=[CH2:3])=[N-].[C:4]([C:8]1[CH:13]=[CH:12][CH:11]=[CH:10][C:9]=1[O:14][C:15]([CH2:17][C:18]([NH:21][S:22]([C:25]([F:28])([F:27])[F:26])(=[O:24])=[O:23])([CH3:20])[CH3:19])=[O:16])([CH3:7])([CH3:6])[CH3:5], predict the reaction product. The product is: [CH3:3][N:21]([C:18]([CH3:20])([CH3:19])[CH2:17][C:15]([O:14][C:9]1[CH:10]=[CH:11][CH:12]=[CH:13][C:8]=1[C:4]([CH3:5])([CH3:6])[CH3:7])=[O:16])[S:22]([C:25]([F:28])([F:26])[F:27])(=[O:24])=[O:23]. (2) Given the reactants [OH:1][C:2]1[CH:3]=[C:4]([CH:10]=[C:11]([OH:14])[C:12]=1[OH:13])[C:5]([O:7][CH2:8][CH3:9])=[O:6].C(=O)([O-])[O-].[K+].[K+].Br[CH2:22][CH2:23][CH2:24][CH2:25][CH2:26][CH2:27][CH2:28][CH2:29][CH2:30][CH2:31][CH2:32][CH3:33], predict the reaction product. The product is: [CH2:22]([O:1][C:2]1[CH:3]=[C:4]([CH:10]=[C:11]([O:14][CH2:33][CH2:32][CH2:31][CH2:30][CH2:29][CH2:28][CH2:27][CH2:26][CH2:25][CH2:24][CH2:23][CH3:22])[C:12]=1[O:13][CH2:33][CH2:32][CH2:31][CH2:30][CH2:29][CH2:28][CH2:27][CH2:26][CH2:25][CH2:24][CH2:23][CH3:22])[C:5]([O:7][CH2:8][CH3:9])=[O:6])[CH2:23][CH2:24][CH2:25][CH2:26][CH2:27][CH2:28][CH2:29][CH2:30][CH2:31][CH2:32][CH3:33]. (3) The product is: [Cl:1][C:2]1[CH:26]=[CH:25][C:5]([CH2:6][C@H:7]2[CH2:12][C@H:11]([C:13]3[O:20][NH:30][C:15](=[O:16])[CH:14]=3)[CH2:10][CH2:9][N:8]2[C:21]([O:23][CH3:24])=[O:22])=[CH:4][CH:3]=1. Given the reactants [Cl:1][C:2]1[CH:26]=[CH:25][C:5]([CH2:6][CH:7]2[CH2:12][CH:11]([C:13](=[O:20])[CH2:14][C:15](OCC)=[O:16])[CH2:10][CH2:9][N:8]2[C:21]([O:23][CH3:24])=[O:22])=[CH:4][CH:3]=1.[OH-].[Na+].Cl.[NH2:30]O.Cl, predict the reaction product. (4) Given the reactants [Br:1][C:2]1[N:3]=[C:4]([C:22]([CH3:25])([CH3:24])[CH3:23])[N:5]([CH2:14][O:15][CH2:16][CH2:17][Si:18]([CH3:21])([CH3:20])[CH3:19])[C:6]=1[C:7]1[CH:12]=[CH:11][N:10]=[C:9](Cl)[N:8]=1.[CH3:26][O:27][C:28]1[CH:33]=[C:32]([NH2:34])[CH:31]=[CH:30][N:29]=1.CC1(C)C2C(=C(P(C3C=CC=CC=3)C3C=CC=CC=3)C=CC=2)OC2C(P(C3C=CC=CC=3)C3C=CC=CC=3)=CC=CC1=2.C(=O)([O-])[O-].[Cs+].[Cs+], predict the reaction product. The product is: [Br:1][C:2]1[N:3]=[C:4]([C:22]([CH3:25])([CH3:24])[CH3:23])[N:5]([CH2:14][O:15][CH2:16][CH2:17][Si:18]([CH3:21])([CH3:20])[CH3:19])[C:6]=1[C:7]1[CH:12]=[CH:11][N:10]=[C:9]([NH:34][C:32]2[CH:31]=[CH:30][N:29]=[C:28]([O:27][CH3:26])[CH:33]=2)[N:8]=1.